This data is from Reaction yield outcomes from USPTO patents with 853,638 reactions. The task is: Predict the reaction yield, written as a fraction of the theoretical maximum amount of product (1.0 means a 100% yield; for example, 0.34 means a 34% yield). The reactants are Cl[C:2]1[CH:7]=[CH:6][C:5]([C:8]2([OH:21])[CH2:13][CH2:12][N:11]([C:14]3[N:19]=[CH:18][NH:17][C:16](=[O:20])[N:15]=3)[CH2:10][CH2:9]2)=[CH:4][CH:3]=1.OC1(C2C=CC=CC=2)CCN(C2N=CNC(=O)N=2)CC1.CC1C=CC(S(O[CH2:53][N:54]2[CH:58]=[CH:57][C:56]([C:59]([F:62])([F:61])[F:60])=[N:55]2)(=O)=O)=CC=1.C(=O)([O-])[O-].[K+].[K+]. The catalyst is O.CN(C)C=O. The product is [OH:21][C:8]1([C:5]2[CH:6]=[CH:7][CH:2]=[CH:3][CH:4]=2)[CH2:13][CH2:12][N:11]([C:14]2[N:19]=[CH:18][N:17]([CH2:53][N:54]3[CH:58]=[CH:57][C:56]([C:59]([F:62])([F:61])[F:60])=[N:55]3)[C:16](=[O:20])[N:15]=2)[CH2:10][CH2:9]1. The yield is 0.0680.